Predict the reaction yield, written as a fraction of the theoretical maximum amount of product (1.0 means a 100% yield; for example, 0.34 means a 34% yield). From a dataset of Reaction yield outcomes from USPTO patents with 853,638 reactions. (1) The reactants are [CH3:1][C:2]1[CH:6]=[C:5]([CH3:7])[NH:4][C:3]=1/[CH:8]=[C:9]1\[C:10](=[O:25])[N:11]([C:18](N2C=CN=C2)=[O:19])[C:12]2[C:17]\1=[CH:16][CH:15]=[CH:14][CH:13]=2.[OH:26][C:27]1[CH:35]=[CH:34][C:30]([C:31]([OH:33])=[O:32])=[CH:29][CH:28]=1. The catalyst is C(N(CC)CC)C.C1COCC1. The product is [C:31]([C:30]1[CH:34]=[CH:35][C:27]([O:26][C:18]([N:11]2[C:12]3[C:17](=[CH:16][CH:15]=[CH:14][CH:13]=3)/[C:9](=[CH:8]/[C:3]3[NH:4][C:5]([CH3:7])=[CH:6][C:2]=3[CH3:1])/[C:10]2=[O:25])=[O:19])=[CH:28][CH:29]=1)([OH:33])=[O:32]. The yield is 0.370. (2) The product is [C:1]([O:5][C:6](=[O:18])[CH2:7][C:8]([C:9]1[CH:14]=[CH:13][N:12]=[C:11]([S:15][CH3:16])[N:10]=1)=[O:17])([CH3:3])([CH3:4])[CH3:2]. The reactants are [C:1]([O:5][C:6](=[O:18])[CH2:7][CH:8]([OH:17])[C:9]1[CH:14]=[CH:13][N:12]=[C:11]([S:15][CH3:16])[N:10]=1)([CH3:4])([CH3:3])[CH3:2].CC(OI1(OC(C)=O)(OC(C)=O)OC(=O)C2C=CC=CC1=2)=O.O.[O-]S(S([O-])=O)=O.[Na+].[Na+]. The yield is 0.950. The catalyst is C(Cl)Cl. (3) The reactants are Br[C:2]1[CH:7]=[C:6]([N+:8]([O-:10])=[O:9])[CH:5]=[CH:4][C:3]=1[F:11].C([Sn](CCCC)(CCCC)[C:17]1[CH:22]=[CH:21][N:20]=[CH:19][CH:18]=1)CCC.[Cl-].[Li+]. The catalyst is CN(C)C(=O)C.[Cu]I.C1C=CC([P]([Pd]([P](C2C=CC=CC=2)(C2C=CC=CC=2)C2C=CC=CC=2)([P](C2C=CC=CC=2)(C2C=CC=CC=2)C2C=CC=CC=2)[P](C2C=CC=CC=2)(C2C=CC=CC=2)C2C=CC=CC=2)(C2C=CC=CC=2)C2C=CC=CC=2)=CC=1. The product is [F:11][C:3]1[CH:4]=[CH:5][C:6]([N+:8]([O-:10])=[O:9])=[CH:7][C:2]=1[C:17]1[CH:22]=[CH:21][N:20]=[CH:19][CH:18]=1. The yield is 0.880. (4) The reactants are C([N:8]1[CH2:12][CH2:11][C:10](=[O:13])[CH2:9]1)C1C=CC=CC=1.[C:22](O[C:22]([O:24][C:25]([CH3:28])([CH3:27])[CH3:26])=[O:23])([O:24][C:25]([CH3:28])([CH3:27])[CH3:26])=[O:23]. The yield is 0.590. The catalyst is CO.[Pd]. The product is [C:25]([O:24][C:22]([N:8]1[CH2:12][CH2:11][C:10](=[O:13])[CH2:9]1)=[O:23])([CH3:26])([CH3:27])[CH3:28].